This data is from Full USPTO retrosynthesis dataset with 1.9M reactions from patents (1976-2016). The task is: Predict the reactants needed to synthesize the given product. (1) Given the product [N+:8]([C:5]1[CH:6]=[CH:7][C:2]([N:22]2[CH2:23][CH2:24][CH:19]([O:12][C:13]3[CH:18]=[CH:17][CH:16]=[CH:15][CH:14]=3)[CH2:20][CH2:21]2)=[CH:3][CH:4]=1)([O-:10])=[O:9], predict the reactants needed to synthesize it. The reactants are: F[C:2]1[CH:7]=[CH:6][C:5]([N+:8]([O-:10])=[O:9])=[CH:4][CH:3]=1.Cl.[O:12]([CH:19]1[CH2:24][CH2:23][NH:22][CH2:21][CH2:20]1)[C:13]1[CH:18]=[CH:17][CH:16]=[CH:15][CH:14]=1.C(=O)([O-])[O-].[K+].[K+].O. (2) Given the product [O:1]=[C:2]1[C:8]2=[N:9][C:10]3[CH:15]=[CH:14][C:13]([C:16]([NH:21][C:32]4[O:36][N:35]=[C:34]([C:38]5[CH:39]=[CH:40][CH:41]=[CH:47][CH:48]=5)[CH:33]=4)=[O:18])=[CH:12][C:11]=3[N:7]2[CH2:6][CH2:5][CH2:4][NH:3]1, predict the reactants needed to synthesize it. The reactants are: [O:1]=[C:2]1[C:8]2=[N:9][C:10]3[CH:15]=[CH:14][C:13]([C:16]([OH:18])=O)=[CH:12][C:11]=3[N:7]2[CH2:6][CH2:5][CH2:4][NH:3]1.C(N1C=CN=C1)([N:21]1C=CN=C1)=O.C[C:32]1[O:36][N:35]=[C:34](N)[CH:33]=1.[CH2:38]1[CH2:48][CH2:47]N2[C:41](=NCCC2)[CH2:40][CH2:39]1. (3) Given the product [F:46][C:8]1([F:7])[CH:13]([O:14][C:15]2[CH:22]=[CH:21][C:20]([C:23]3[N:28]=[C:27]([NH:29][C:30]4[CH:35]=[CH:34][C:33]([N:36]5[CH2:41][CH2:40][N:39]([CH:42]6[CH2:43][O:44][CH2:45]6)[CH2:38][CH2:37]5)=[CH:32][CH:31]=4)[N:26]=[CH:25][N:24]=3)=[CH:19][C:16]=2[C:17]#[N:18])[CH2:12][CH2:11][N:10]([C:3](=[O:4])[C@H:2]([OH:1])[CH3:6])[CH2:9]1, predict the reactants needed to synthesize it. The reactants are: [OH:1][C@H:2]([CH3:6])[C:3](O)=[O:4].[F:7][C:8]1([F:46])[CH:13]([O:14][C:15]2[CH:22]=[CH:21][C:20]([C:23]3[N:28]=[C:27]([NH:29][C:30]4[CH:35]=[CH:34][C:33]([N:36]5[CH2:41][CH2:40][N:39]([CH:42]6[CH2:45][O:44][CH2:43]6)[CH2:38][CH2:37]5)=[CH:32][CH:31]=4)[N:26]=[CH:25][N:24]=3)=[CH:19][C:16]=2[C:17]#[N:18])[CH2:12][CH2:11][NH:10][CH2:9]1. (4) Given the product [C:21]([O:25][C:26](=[O:35])[NH:27][C@H:28]([CH2:32][O:33][CH3:34])[CH2:29][CH2:30][N:10]1[CH2:9][CH:8]([O:7][C:6]2[CH:12]=[CH:13][C:3]([Cl:2])=[CH:4][CH:5]=2)[CH2:11]1)([CH3:22])([CH3:24])[CH3:23], predict the reactants needed to synthesize it. The reactants are: Cl.[Cl:2][C:3]1[CH:13]=[CH:12][C:6]([O:7][CH:8]2[CH2:11][NH:10][CH2:9]2)=[CH:5][CH:4]=1.C(N(CC)CC)C.[C:21]([O:25][C:26](=[O:35])[NH:27][C@H:28]([CH2:32][O:33][CH3:34])[CH2:29][CH2:30]I)([CH3:24])([CH3:23])[CH3:22]. (5) Given the product [Cl:1][C:2]1[N:3]=[C:4]([CH2:10][CH:11]=[CH2:12])[C:5]([O:8][CH3:9])=[C:6]([Cl:14])[N:7]=1, predict the reactants needed to synthesize it. The reactants are: [Cl:1][C:2]1[NH:3][C:4](Cl)([CH2:10][CH:11]=[CH2:12])[C:5]([O:8][CH3:9])=[CH:6][N:7]=1.[Cl:14]C1N=CC(OC)=C(Cl)N=1.C([Mg]Br)C=C.C(C1C(=O)C(Cl)=C(Cl)C(=O)C=1C#N)#N. (6) Given the product [CH:29]1([N:15]2[C:11]([CH2:10][CH2:9][NH:8][C:22](=[O:23])[O:24][C:25]([CH3:26])([CH3:27])[CH3:28])=[N:12][C:13]([C:16]3[CH:17]=[CH:18][CH:19]=[CH:20][CH:21]=3)=[N:14]2)[CH2:31][CH2:30]1, predict the reactants needed to synthesize it. The reactants are: C(OC([N:8]([C:22]([O:24][C:25]([CH3:28])([CH3:27])[CH3:26])=[O:23])[CH2:9][CH2:10][C:11]1[NH:15][N:14]=[C:13]([C:16]2[CH:21]=[CH:20][CH:19]=[CH:18][CH:17]=2)[N:12]=1)=O)(C)(C)C.[CH:29]1(B(O)O)[CH2:31][CH2:30]1.C(=O)([O-])[O-].[Na+].[Na+].N1C=CC=CC=1C1C=CC=CN=1. (7) Given the product [ClH:1].[C:24]([C:26]1[CH:27]=[CH:28][C:29]([NH:32][C:33]([N:10]2[CH2:11][CH2:12][C:7]3[NH:6][C:5]4[N:13]=[CH:14][C:2]([Cl:1])=[CH:3][C:4]=4[C:8]=3[CH2:9]2)=[O:34])=[CH:30][CH:31]=1)#[N:25], predict the reactants needed to synthesize it. The reactants are: [Cl:1][C:2]1[CH:14]=[N:13][C:5]2[NH:6][C:7]3[CH2:12][CH2:11][NH:10][CH2:9][C:8]=3[C:4]=2[CH:3]=1.CCN(C(C)C)C(C)C.[C:24]([C:26]1[CH:31]=[CH:30][C:29]([N:32]=[C:33]=[O:34])=[CH:28][CH:27]=1)#[N:25].Cl.CCOCC.